This data is from Forward reaction prediction with 1.9M reactions from USPTO patents (1976-2016). The task is: Predict the product of the given reaction. (1) Given the reactants [CH3:1][O:2][C:3](=[O:14])[C:4]1[CH:9]=[CH:8][C:7]([CH2:10][C:11]#[N:12])=[CH:6][C:5]=1C.Br[CH2:16][CH2:17][O:18][CH2:19][CH2:20]Br.C[Si]([N-][Si](C)(C)C)(C)C.[K+], predict the reaction product. The product is: [CH3:1][O:2][C:3](=[O:14])[C:4]1[CH:5]=[CH:6][C:7]([C:10]2([C:11]#[N:12])[CH2:20][CH2:19][O:18][CH2:17][CH2:16]2)=[CH:8][CH:9]=1. (2) Given the reactants FC(F)(F)S([O:6][CH2:7][C:8]([F:13])([F:12])[CH:9]([F:11])[F:10])(=O)=O.[Cl:16][C:17]1[N:18]=[CH:19][CH:20]=[C:21]2[C:26]=1[N:25]=[CH:24][C:23](O)=[CH:22]2.C(=O)([O-])[O-].[K+].[K+], predict the reaction product. The product is: [Cl:16][C:17]1[N:18]=[CH:19][CH:20]=[C:21]2[C:26]=1[N:25]=[CH:24][C:23]([O:6][CH2:7][C:8]([F:13])([F:12])[CH:9]([F:11])[F:10])=[CH:22]2.